Dataset: Full USPTO retrosynthesis dataset with 1.9M reactions from patents (1976-2016). Task: Predict the reactants needed to synthesize the given product. Given the product [CH2:30]([N:41]([CH3:40])[C:25]([C@@H:11]1[CH2:10][C@@H:9]([S:8][CH2:7][C:6]2[CH:28]=[CH:29][C:3]([O:2][CH3:1])=[CH:4][CH:5]=2)[CH2:13][N:12]1[S:14]([CH2:17][CH2:18][C:19]1[CH:20]=[CH:21][CH:22]=[CH:23][CH:24]=1)(=[O:15])=[O:16])=[O:27])[C:31]1[CH:32]=[CH:33][CH:34]=[CH:35][CH:36]=1, predict the reactants needed to synthesize it. The reactants are: [CH3:1][O:2][C:3]1[CH:29]=[CH:28][C:6]([CH2:7][S:8][C@H:9]2[CH2:13][N:12]([S:14]([CH2:17][CH2:18][C:19]3[CH:24]=[CH:23][CH:22]=[CH:21][CH:20]=3)(=[O:16])=[O:15])[C@H:11]([C:25]([OH:27])=O)[CH2:10]2)=[CH:5][CH:4]=1.[CH2:30](CN)[C:31]1[CH:36]=[CH:35][CH:34]=[CH:33][CH:32]=1.C[CH2:40][N:41]=C=NCCCN(C)C.C1C=CC2N(O)N=NC=2C=1.OS([O-])(=O)=O.[K+].CCOC(C)=O.